Regression. Given two drug SMILES strings and cell line genomic features, predict the synergy score measuring deviation from expected non-interaction effect. From a dataset of NCI-60 drug combinations with 297,098 pairs across 59 cell lines. (1) Drug 1: C(=O)(N)NO. Drug 2: CC12CCC3C(C1CCC2O)C(CC4=C3C=CC(=C4)O)CCCCCCCCCS(=O)CCCC(C(F)(F)F)(F)F. Cell line: OVCAR-4. Synergy scores: CSS=3.14, Synergy_ZIP=-2.04, Synergy_Bliss=-1.63, Synergy_Loewe=-0.717, Synergy_HSA=-0.269. (2) Drug 1: CC1=C(C=C(C=C1)NC2=NC=CC(=N2)N(C)C3=CC4=NN(C(=C4C=C3)C)C)S(=O)(=O)N.Cl. Drug 2: CN1CCC(CC1)COC2=C(C=C3C(=C2)N=CN=C3NC4=C(C=C(C=C4)Br)F)OC. Cell line: OVCAR3. Synergy scores: CSS=18.7, Synergy_ZIP=-2.10, Synergy_Bliss=5.54, Synergy_Loewe=-7.97, Synergy_HSA=5.34.